This data is from Merck oncology drug combination screen with 23,052 pairs across 39 cell lines. The task is: Regression. Given two drug SMILES strings and cell line genomic features, predict the synergy score measuring deviation from expected non-interaction effect. (1) Drug 1: CC1(c2nc3c(C(N)=O)cccc3[nH]2)CCCN1. Drug 2: Cn1cc(-c2cnn3c(N)c(Br)c(C4CCCNC4)nc23)cn1. Cell line: ES2. Synergy scores: synergy=-17.2. (2) Drug 1: COC1=C2CC(C)CC(OC)C(O)C(C)C=C(C)C(OC(N)=O)C(OC)C=CC=C(C)C(=O)NC(=CC1=O)C2=O. Drug 2: Cn1cc(-c2cnn3c(N)c(Br)c(C4CCCNC4)nc23)cn1. Cell line: MSTO. Synergy scores: synergy=-36.8. (3) Drug 1: CC1CC2C3CCC4=CC(=O)C=CC4(C)C3(F)C(O)CC2(C)C1(O)C(=O)CO. Drug 2: NC1(c2ccc(-c3nc4ccn5c(=O)[nH]nc5c4cc3-c3ccccc3)cc2)CCC1. Cell line: NCIH520. Synergy scores: synergy=13.6. (4) Drug 1: COC12C(COC(N)=O)C3=C(C(=O)C(C)=C(N)C3=O)N1CC1NC12. Drug 2: Cc1nc(Nc2ncc(C(=O)Nc3c(C)cccc3Cl)s2)cc(N2CCN(CCO)CC2)n1. Cell line: T47D. Synergy scores: synergy=19.5.